This data is from Reaction yield outcomes from USPTO patents with 853,638 reactions. The task is: Predict the reaction yield, written as a fraction of the theoretical maximum amount of product (1.0 means a 100% yield; for example, 0.34 means a 34% yield). (1) The reactants are [NH2:1][C:2]1[CH:7]=[C:6]([O:8][CH2:9][C:10]2[CH:15]=[CH:14][CH:13]=[CH:12][CH:11]=2)[C:5]([O:16][CH3:17])=[CH:4][C:3]=1[C:18](=[O:20])[CH3:19].C[O-].[Na+].[CH:24](OCC)=O.Cl. The catalyst is COCCOC.O. The product is [CH2:9]([O:8][C:6]1[CH:7]=[C:2]2[C:3]([C:18]([OH:20])=[CH:19][CH:24]=[N:1]2)=[CH:4][C:5]=1[O:16][CH3:17])[C:10]1[CH:15]=[CH:14][CH:13]=[CH:12][CH:11]=1. The yield is 0.720. (2) The reactants are [C:1](OC)(=O)[C:2]1[CH:7]=[CH:6][N:5]=[CH:4][CH:3]=1.[F:11][C:12]1[CH:17]=[CH:16][C:15]([CH2:18][C:19](=O)[CH3:20])=[CH:14][CH:13]=1.C[O-].[Na+].[NH2:25][NH2:26]. The catalyst is C(O)(=O)C.C(O)C.C1COCC1. The product is [F:11][C:12]1[CH:17]=[CH:16][C:15]([CH2:18][C:19]2[NH:26][N:25]=[C:1]([C:2]3[CH:7]=[CH:6][N:5]=[CH:4][CH:3]=3)[CH:20]=2)=[CH:14][CH:13]=1. The yield is 0.400.